Dataset: Full USPTO retrosynthesis dataset with 1.9M reactions from patents (1976-2016). Task: Predict the reactants needed to synthesize the given product. (1) Given the product [F:27][C:24]1[CH:23]=[C:22]2[C:21](=[CH:26][CH:25]=1)[CH:20]=[N:9][CH:8]=[CH:7]2, predict the reactants needed to synthesize it. The reactants are: [Al+3].[Cl-].[Cl-].[Cl-].CO[CH:7](OC)[CH2:8][N:9]([CH2:20][C:21]1[CH:26]=[CH:25][C:24]([F:27])=[CH:23][CH:22]=1)S(C1C=CC(C)=CC=1)(=O)=O. (2) Given the product [F:38][C:35]1[CH:34]=[CH:33][C:32]([N:29]2[C:24]3[CH:25]=[C:26]4[C@:21]([CH2:39][O:40][CH3:41])([CH2:22][C:23]=3[CH:31]=[N:30]2)[CH2:20][N:19]([S:16]([C:13]2[CH:12]=[CH:11][C:10]([N:6]3[CH2:7][CH2:8][C@H:4]([O:3][CH3:2])[CH2:5]3)=[CH:15][CH:14]=2)(=[O:18])=[O:17])[CH2:28][CH2:27]4)=[CH:37][CH:36]=1, predict the reactants needed to synthesize it. The reactants are: Cl.[CH3:2][O:3][C@H:4]1[CH2:8][CH2:7][NH:6][CH2:5]1.Br[C:10]1[CH:15]=[CH:14][C:13]([S:16]([N:19]2[CH2:28][CH2:27][C:26]3[C@:21]([CH2:39][O:40][CH3:41])([CH2:22][C:23]4[CH:31]=[N:30][N:29]([C:32]5[CH:37]=[CH:36][C:35]([F:38])=[CH:34][CH:33]=5)[C:24]=4[CH:25]=3)[CH2:20]2)(=[O:18])=[O:17])=[CH:12][CH:11]=1. (3) The reactants are: Cl[C:2]1[CH:3]=[CH:4][C:5]([C:8]#[N:9])=[N:6][CH:7]=1.Cl.[NH:11]1[CH2:15][CH2:14][CH:13]([OH:16])[CH2:12]1.C([O-])([O-])=O.[K+].[K+]. Given the product [OH:16][CH:13]1[CH2:14][CH2:15][N:11]([C:2]2[CH:3]=[CH:4][C:5]([C:8]#[N:9])=[N:6][CH:7]=2)[CH2:12]1, predict the reactants needed to synthesize it. (4) The reactants are: Br[C:2]1[CH:3]=[C:4]2[C:8](=[C:9]([CH2:11][CH3:12])[CH:10]=1)[NH:7][C:6]1[C:13]([CH2:19][CH2:20][OH:21])([CH2:17][CH3:18])[O:14][CH2:15][CH2:16][C:5]2=1.P([O-])([O-])([O-])=O.[K+].[K+].[K+].[C:30]1(B(O)O)[CH:35]=[CH:34][CH:33]=[CH:32][CH:31]=1.ClCCl. Given the product [CH2:17]([C:13]1([CH2:19][CH2:20][OH:21])[C:6]2[NH:7][C:8]3[C:4]([C:5]=2[CH2:16][CH2:15][O:14]1)=[CH:3][C:2]([C:30]1[CH:35]=[CH:34][CH:33]=[CH:32][CH:31]=1)=[CH:10][C:9]=3[CH2:11][CH3:12])[CH3:18], predict the reactants needed to synthesize it.